From a dataset of Forward reaction prediction with 1.9M reactions from USPTO patents (1976-2016). Predict the product of the given reaction. (1) Given the reactants Cl.Cl.[C:3]([N:6]1[C:15]2[C:10](=[CH:11][C:12]([N:16]3[CH:20]=[C:19]([CH3:21])[N:18]=[CH:17]3)=[CH:13][CH:14]=2)[CH:9]([NH2:22])[CH2:8][CH:7]1[CH3:23])(=[O:5])[CH3:4].CCN(C(C)C)C(C)C.Cl[C:34]1[N:39]=[CH:38][C:37]([C:40]#[N:41])=[CH:36][CH:35]=1, predict the reaction product. The product is: [C:3]([N:6]1[C:15]2[C:10](=[CH:11][C:12]([N:16]3[CH:20]=[C:19]([CH3:21])[N:18]=[CH:17]3)=[CH:13][CH:14]=2)[CH:9]([NH:22][C:34]2[N:39]=[CH:38][C:37]([C:40]#[N:41])=[CH:36][CH:35]=2)[CH2:8][CH:7]1[CH3:23])(=[O:5])[CH3:4]. (2) The product is: [F:1][C:2]1[C:7]([O:8][CH2:36][CH2:35][CH2:34][CH2:33][C:32]#[CH:31])=[CH:6][CH:5]=[CH:4][C:3]=1[CH2:9][NH:10][C:11]([C:13]1[CH:14]=[C:15]2[C:20](=[CH:21][CH:22]=1)[N:19]=[CH:18][CH:17]=[CH:16]2)=[O:12]. Given the reactants [F:1][C:2]1[C:7]([OH:8])=[CH:6][CH:5]=[CH:4][C:3]=1[CH2:9][NH:10][C:11]([C:13]1[CH:14]=[C:15]2[C:20](=[CH:21][CH:22]=1)[N:19]=[CH:18][CH:17]=[CH:16]2)=[O:12].[H-].[Na+].CN(C=O)C.Cl[CH2:31][CH2:32][CH2:33][CH2:34][C:35]#[CH:36], predict the reaction product.